This data is from Full USPTO retrosynthesis dataset with 1.9M reactions from patents (1976-2016). The task is: Predict the reactants needed to synthesize the given product. Given the product [CH3:23][N:2]([CH3:1])[C:3]([CH2:5][CH2:6][CH2:7][C:8]#[C:9][C:10]1[CH:11]=[C:12]([CH:20]=[CH:21][CH:22]=1)[C:13]([NH:15][CH:16]([CH3:19])[CH2:17][OH:18])=[O:14])=[O:4], predict the reactants needed to synthesize it. The reactants are: [CH3:1][N:2]([CH3:23])[C:3]([CH2:5][CH2:6][CH2:7][CH:8]=[CH:9][C:10]1[CH:11]=[C:12]([CH:20]=[CH:21][CH:22]=1)[C:13]([NH:15][CH:16]([CH3:19])[CH2:17][OH:18])=[O:14])=[O:4].CN(C)C(CCCCCC1C=C(C=CC=1)C(NC(C)CO)=O)=O.